This data is from Catalyst prediction with 721,799 reactions and 888 catalyst types from USPTO. The task is: Predict which catalyst facilitates the given reaction. (1) Product: [F:23][C:4]1[CH:3]=[C:2]([NH:1][C:28](=[O:29])[CH2:27][CH:26]([NH:31][C:32]2[CH:33]=[CH:34][C:35]([F:38])=[CH:36][CH:37]=2)[C:25]([F:39])([F:40])[F:24])[CH:22]=[CH:21][C:5]=1[O:6][C:7]1[N:12]=[CH:11][N:10]=[C:9]([NH:13][C:14]([N:16]2[CH2:20][CH2:19][CH2:18][CH2:17]2)=[O:15])[CH:8]=1. Reactant: [NH2:1][C:2]1[CH:22]=[CH:21][C:5]([O:6][C:7]2[N:12]=[CH:11][N:10]=[C:9]([NH:13][C:14]([N:16]3[CH2:20][CH2:19][CH2:18][CH2:17]3)=[O:15])[CH:8]=2)=[C:4]([F:23])[CH:3]=1.[F:24][C:25]([F:40])([F:39])[CH:26]([NH:31][C:32]1[CH:37]=[CH:36][C:35]([F:38])=[CH:34][CH:33]=1)[CH2:27][C:28](O)=[O:29].C(N(CC)C(C)C)(C)C.CN(C(ON1N=NC2C=CC=NC1=2)=[N+](C)C)C.F[P-](F)(F)(F)(F)F. The catalyst class is: 9. (2) Reactant: [Cl:1][C:2]1[CH:17]=[C:16]([N+:18]([O-:20])=[O:19])[CH:15]=[CH:14][C:3]=1[O:4][C:5]1[CH:6]=[N:7][CH:8]=[C:9]([CH:13]=1)[C:10]([OH:12])=O.[C:21]([NH2:25])([CH3:24])([CH3:23])[CH3:22].Cl.C(N=C=NCCCN(C)C)C.ON1C2C=CC=CC=2N=N1. Product: [C:21]([NH:25][C:10](=[O:12])[C:9]1[CH:13]=[C:5]([O:4][C:3]2[CH:14]=[CH:15][C:16]([N+:18]([O-:20])=[O:19])=[CH:17][C:2]=2[Cl:1])[CH:6]=[N:7][CH:8]=1)([CH3:24])([CH3:23])[CH3:22]. The catalyst class is: 145. (3) Reactant: [F:1][C:2]1[CH:3]=[C:4]([NH:20][C:21]([C:23]2[C:24](=[O:36])[N:25]([C:30]3[CH:35]=[CH:34][CH:33]=[CH:32][CH:31]=3)[N:26]([CH3:29])[C:27]=2[CH3:28])=[O:22])[CH:5]=[CH:6][C:7]=1[O:8][C:9]1[C:18]2[C:13](=[CH:14][C:15]([OH:19])=[CH:16][CH:17]=2)[N:12]=[CH:11][CH:10]=1.CS(O[CH2:42][CH2:43][CH2:44][N:45]1[CH2:51][CH:50]([OH:52])[C:47]2([CH2:49][CH2:48]2)[CH2:46]1)(=O)=O.C([O-])([O-])=O.[Cs+].[Cs+]. Product: [OH:52][CH:50]1[C:47]2([CH2:49][CH2:48]2)[CH2:46][N:45]([CH2:44][CH2:43][CH2:42][O:19][C:15]2[CH:14]=[C:13]3[C:18]([C:9]([O:8][C:7]4[CH:6]=[CH:5][C:4]([NH:20][C:21]([C:23]5[C:24](=[O:36])[N:25]([C:30]6[CH:31]=[CH:32][CH:33]=[CH:34][CH:35]=6)[N:26]([CH3:29])[C:27]=5[CH3:28])=[O:22])=[CH:3][C:2]=4[F:1])=[CH:10][CH:11]=[N:12]3)=[CH:17][CH:16]=2)[CH2:51]1. The catalyst class is: 44. (4) Reactant: [F:1][C:2]([F:17])([C:6]1[CH:11]=[CH:10][C:9]([O:12][CH2:13][CH2:14][O:15][CH3:16])=[CH:8][CH:7]=1)[C:3]([OH:5])=O.P(Cl)(Cl)(Cl)=O.Cl.[NH2:24][CH2:25][C:26]1[CH:27]=[C:28]2[C:32](=[CH:33][CH:34]=1)[C:31](=[O:35])[N:30]([CH:36]1[CH2:41][CH2:40][C:39](=[O:42])[NH:38][C:37]1=[O:43])[CH2:29]2.C(=O)(O)[O-].[Na+]. Product: [O:43]=[C:37]1[CH:36]([N:30]2[CH2:29][C:28]3[C:32](=[CH:33][CH:34]=[C:26]([CH2:25][NH:24][C:3](=[O:5])[C:2]([F:1])([F:17])[C:6]4[CH:11]=[CH:10][C:9]([O:12][CH2:13][CH2:14][O:15][CH3:16])=[CH:8][CH:7]=4)[CH:27]=3)[C:31]2=[O:35])[CH2:41][CH2:40][C:39](=[O:42])[NH:38]1. The catalyst class is: 17. (5) Reactant: [S:1]1([C:12]2[C:7](=[CH:8][CH:9]=[CH:10][CH:11]=2)[C:5](=[O:6])[NH:4]1)(=[O:3])=[O:2].[CH:13]1[CH:14]=[CH:15][C:16]([C:19]([OH:41])([C:26]([O:28][C@@H:29]2[CH2:35][C@H:34]3[N+:36]4([CH2:40][CH2:39][CH2:38][CH2:37]4)[C@H:31]([CH2:32][CH2:33]3)[CH2:30]2)=[O:27])[C:20]2[CH:21]=[CH:22][CH:23]=[CH:24][CH:25]=2)=[CH:17][CH:18]=1.[Cl-].N[C@H](C(O)=O)CC(C)C. Product: [CH:13]1[CH:14]=[CH:15][C:16]([C:19]([OH:41])([C:26]([O:28][C@@H:29]2[CH2:35][C@H:34]3[N+:36]4([CH2:40][CH2:39][CH2:38][CH2:37]4)[C@H:31]([CH2:32][CH2:33]3)[CH2:30]2)=[O:27])[C:20]2[CH:21]=[CH:22][CH:23]=[CH:24][CH:25]=2)=[CH:17][CH:18]=1.[S:1]1([C:12]2[C:7](=[CH:8][CH:9]=[CH:10][CH:11]=2)[C:5](=[O:6])[NH:4]1)(=[O:2])=[O:3]. The catalyst class is: 8. (6) Reactant: [C:1]([O:5][C:6]([N:8]1[CH2:13][CH2:12][N:11]([C:14]2[CH:19]=[CH:18][C:17]([C@@H:20]([N:22]([CH2:30][CH2:31][C:32]3[CH:37]=[C:36]([O:38][CH3:39])[C:35]([NH2:40])=[CH:34][C:33]=3[Cl:41])[C:23]([O:25][C:26]([CH3:29])([CH3:28])[CH3:27])=[O:24])[CH3:21])=[CH:16][CH:15]=2)[CH2:10][CH2:9]1)=[O:7])([CH3:4])([CH3:3])[CH3:2].[C:42]([C:44]1[N:45]=[CH:46][C:47]([NH:50][C:51](=O)[O:52]C2C=CC=CC=2)=[N:48][CH:49]=1)#[N:43]. Product: [C:1]([O:5][C:6]([N:8]1[CH2:13][CH2:12][N:11]([C:14]2[CH:19]=[CH:18][C:17]([C@@H:20]([N:22]([C:23]([O:25][C:26]([CH3:28])([CH3:29])[CH3:27])=[O:24])[CH2:30][CH2:31][C:32]3[CH:37]=[C:36]([O:38][CH3:39])[C:35]([NH:40][C:51]([NH:50][C:47]4[CH:46]=[N:45][C:44]([C:42]#[N:43])=[CH:49][N:48]=4)=[O:52])=[CH:34][C:33]=3[Cl:41])[CH3:21])=[CH:16][CH:15]=2)[CH2:10][CH2:9]1)=[O:7])([CH3:2])([CH3:3])[CH3:4]. The catalyst class is: 18. (7) Reactant: C([Mg][Cl:5])(C)C.I[C:7]1[CH:12]=[CH:11][N:10]=[C:9]([O:13][CH3:14])[CH:8]=1.COC1C=C([Mg]Cl)C=CN=1.ClN1C(=O)CCC1=O. Product: [Cl:5][C:7]1[CH:12]=[CH:11][N:10]=[C:9]([O:13][CH3:14])[CH:8]=1. The catalyst class is: 30. (8) Reactant: [Cl:1][C:2]1[CH:30]=[CH:29][C:5]2[N:6]([CH2:20][C:21]3[CH:26]=[CH:25][C:24]([O:27][CH3:28])=[CH:23][CH:22]=3)[C:7](=[O:19])[CH2:8][N:9]=[C:10]([C:11]3[CH:16]=[CH:15][C:14]([O:17][CH3:18])=[CH:13][CH:12]=3)[C:4]=2[CH:3]=1.CC(C)([O-])C.[K+].[Cl:37][C:38]1[CH:45]=[CH:44][CH:43]=[CH:42][C:39]=1[CH2:40]Br. Product: [Cl:1][C:2]1[CH:30]=[CH:29][C:5]2[N:6]([CH2:20][C:21]3[CH:26]=[CH:25][C:24]([O:27][CH3:28])=[CH:23][CH:22]=3)[C:7](=[O:19])[CH:8]([CH2:40][C:39]3[CH:42]=[CH:43][CH:44]=[CH:45][C:38]=3[Cl:37])[N:9]=[C:10]([C:11]3[CH:16]=[CH:15][C:14]([O:17][CH3:18])=[CH:13][CH:12]=3)[C:4]=2[CH:3]=1. The catalyst class is: 1.